Dataset: Forward reaction prediction with 1.9M reactions from USPTO patents (1976-2016). Task: Predict the product of the given reaction. (1) Given the reactants ClC(Cl)(Cl)C([C:5]1[N:9]2[C:10]([CH2:14][N:15]([C:27](OC(C)(C)C)=[O:28])[CH2:16][CH2:17][CH2:18][CH2:19][NH:20][C:21](=[O:26])[C:22]([F:25])([F:24])[F:23])=[CH:11][CH:12]=[CH:13][C:8]2=[N:7][CH:6]=1)=O.Cl, predict the reaction product. The product is: [F:24][C:22]([F:25])([F:23])[C:21]([NH:20][CH2:19][CH2:18][CH2:17][CH2:16][N:15]1[CH2:14][C:10]2[N:9]3[C:5](=[CH:6][N:7]=[C:8]3[CH:13]=[CH:12][CH:11]=2)[C:27]1=[O:28])=[O:26]. (2) Given the reactants [CH2:1]([O:8][CH2:9][CH:10]([NH:14][C:15](=[O:22])[CH:16]([OH:21])[CH2:17][CH:18]([CH3:20])[CH3:19])[C:11](=[O:13])[NH2:12])[C:2]1[CH:7]=[CH:6][CH:5]=[CH:4][CH:3]=1.[N:23]1([C:29](Cl)=[O:30])[CH2:28][CH2:27][O:26][CH2:25][CH2:24]1.CCN(CC)CC, predict the reaction product. The product is: [CH2:1]([O:8][CH2:9][CH:10]([NH:14][C:15]([CH:16]([O:21][C:29]([N:23]1[CH2:28][CH2:27][O:26][CH2:25][CH2:24]1)=[O:30])[CH2:17][CH:18]([CH3:19])[CH3:20])=[O:22])[C:11](=[O:13])[NH2:12])[C:2]1[CH:3]=[CH:4][CH:5]=[CH:6][CH:7]=1.